This data is from Experimentally validated miRNA-target interactions with 360,000+ pairs, plus equal number of negative samples. The task is: Binary Classification. Given a miRNA mature sequence and a target amino acid sequence, predict their likelihood of interaction. (1) The protein sequence of the target gene is MLGLEGPCWVGPGPDGGLAVSEEFGDVRLFGSARQPLGSLGGWTGHTFGCPAGICSNSEGNVIVADEQRRQVTLFPRAGPPICLVSEGLGQPLGVACAPQGQLLVADAKDNSIKVYQGLKELA. The miRNA is mmu-miR-7212-3p with sequence UAACACACACGUCUCCAGGUC. Result: 0 (no interaction). (2) The miRNA is hsa-miR-520h with sequence ACAAAGUGCUUCCCUUUAGAGU. The protein sequence of the target gene is MAEPVGKRGRWSGGSGAGRGGRGGWGGRGRRPRAQRSPSRGTLDVVSVDLVTDSDEEILEVATARGAADEVEVEPPEPPGPVASRDNSNSDSEGEDRRPAGPPREPVRRRRRLVLDPGEAPLVPVYSGKVKSSLRLIPDDLSLLKLYPPGDEEEAELADSSGLYHEGSPSPGSPWKTKLRTKDKEEKKKTEFLDLDNSPLSPPSPRTKSRTHTRALKKLSEVNKRLQDLRSCLSPKPPQGQEQQGQEDEVVLVEGPTLPETPRLFPLKIRCRADLVRLPLRMSEPLQSVVDHMATHLGVS.... Result: 1 (interaction). (3) The miRNA is mmu-miR-463-5p with sequence UACCUAAUUUGUUGUCCAUCAU. The protein sequence of the target gene is MERGLPLLCATLALALALAGAFRSDKCGGTIKIENPGYLTSPGYPHSYHPSEKCEWLIQAPEPYQRIMINFNPHFDLEDRDCKYDYVEVIDGENEGGRLWGKFCGKIAPSPVVSSGPFLFIKFVSDYETHGAGFSIRYEIFKRGPECSQNYTAPTGVIKSPGFPEKYPNSLECTYIIFAPKMSEIILEFESFDLEQDSNPPGGMFCRYDRLEIWDGFPEVGPHIGRYCGQKTPGRIRSSSGVLSMVFYTDSAIAKEGFSANYSVLQSSISEDFKCMEALGMESGEIHSDQITASSQYGTN.... Result: 0 (no interaction). (4) The miRNA is mmu-miR-3475-3p with sequence UCUGGAGGCACAUGGUUUGAA. The protein sequence of the target gene is MSEILDLSFLSEMERDLILGVLQRDEELRKADEKRIRRLKNELLEIKRKGAKRGSQHYSDRTCARCQEGLGRLIPKSSTCVGCNHLVCRECRVLESNGSWRCKVCSKEIELKKATGDWFYDQKVNRFDYRTGSEIIRMSLRQKPAVNKRETAGQSLLQQTQMGDIWPGRRIIQEQQQREQSVLFEVPKTRSGKSALEAESESLDSYTADSDSTSRRDSLDKSGLFPEWKKMSAPKSQVEKEIPPGNQNAVCGDEGDMVFKKNTKKVLRPSEYTKSVIDLRPEDVAQESGILGDRSKSVPG.... Result: 0 (no interaction).